This data is from NCI-60 drug combinations with 297,098 pairs across 59 cell lines. The task is: Regression. Given two drug SMILES strings and cell line genomic features, predict the synergy score measuring deviation from expected non-interaction effect. (1) Drug 1: CCC1=CC2CC(C3=C(CN(C2)C1)C4=CC=CC=C4N3)(C5=C(C=C6C(=C5)C78CCN9C7C(C=CC9)(C(C(C8N6C)(C(=O)OC)O)OC(=O)C)CC)OC)C(=O)OC.C(C(C(=O)O)O)(C(=O)O)O. Drug 2: CC1OCC2C(O1)C(C(C(O2)OC3C4COC(=O)C4C(C5=CC6=C(C=C35)OCO6)C7=CC(=C(C(=C7)OC)O)OC)O)O. Cell line: OVCAR-8. Synergy scores: CSS=56.0, Synergy_ZIP=3.48, Synergy_Bliss=1.76, Synergy_Loewe=-4.10, Synergy_HSA=4.18. (2) Drug 1: CS(=O)(=O)C1=CC(=C(C=C1)C(=O)NC2=CC(=C(C=C2)Cl)C3=CC=CC=N3)Cl. Drug 2: C1CN(P(=O)(OC1)NCCCl)CCCl. Cell line: K-562. Synergy scores: CSS=12.5, Synergy_ZIP=-4.07, Synergy_Bliss=-4.07, Synergy_Loewe=-14.4, Synergy_HSA=-6.16. (3) Drug 1: CC(C1=C(C=CC(=C1Cl)F)Cl)OC2=C(N=CC(=C2)C3=CN(N=C3)C4CCNCC4)N. Drug 2: C1=NC2=C(N=C(N=C2N1C3C(C(C(O3)CO)O)O)F)N. Cell line: HOP-92. Synergy scores: CSS=19.6, Synergy_ZIP=-2.88, Synergy_Bliss=2.44, Synergy_Loewe=1.50, Synergy_HSA=2.56. (4) Drug 1: CCC1=C2CN3C(=CC4=C(C3=O)COC(=O)C4(CC)O)C2=NC5=C1C=C(C=C5)O. Drug 2: CC1=C(C(=CC=C1)Cl)NC(=O)C2=CN=C(S2)NC3=CC(=NC(=N3)C)N4CCN(CC4)CCO. Cell line: MALME-3M. Synergy scores: CSS=18.3, Synergy_ZIP=-5.31, Synergy_Bliss=-0.846, Synergy_Loewe=-5.26, Synergy_HSA=0.795.